This data is from Catalyst prediction with 721,799 reactions and 888 catalyst types from USPTO. The task is: Predict which catalyst facilitates the given reaction. (1) Reactant: [C:1]([C:3]1[N:4]=[CH:5][C:6]([NH:22][C@H:23]([CH2:27][CH3:28])[C:24]([NH2:26])=[O:25])=[N:7][C:8]=1[NH:9][C:10]1[CH:15]=[CH:14][C:13]([C:16]2[CH:21]=[CH:20][N:19]=[CH:18][CH:17]=2)=[CH:12][CH:11]=1)#[N:2].[OH-].[Na+].OO.CC(O)=[O:35]. Product: [NH2:26][C:24](=[O:25])[C@H:23]([NH:22][C:6]1[N:7]=[C:8]([NH:9][C:10]2[CH:11]=[CH:12][C:13]([C:16]3[CH:21]=[CH:20][N:19]=[CH:18][CH:17]=3)=[CH:14][CH:15]=2)[C:3]([C:1]([NH2:2])=[O:35])=[N:4][CH:5]=1)[CH2:27][CH3:28]. The catalyst class is: 593. (2) Reactant: [NH2:1][C:2]1[N:3]([CH2:24]C2CCCCC2)[C:4](=[O:23])[C:5]2([C:15]3[C:10](=[CH:11][CH:12]=[C:13](Br)[CH:14]=3)[O:9][CH:8]([C:17]3[CH:22]=[CH:21][CH:20]=[CH:19][CH:18]=3)[CH2:7]2)[N:6]=1.CC1(C)C(C)(C)OB([C:39]2[CH:40]=[N:41][CH:42]=[C:43]([CH:46]=2)[C:44]#[N:45])O1. Product: [NH2:1][C:2]1[N:3]([CH3:24])[C:4](=[O:23])[C:5]2([C:15]3[C:10](=[CH:11][CH:12]=[C:13]([C:39]4[CH:40]=[N:41][CH:42]=[C:43]([CH:46]=4)[C:44]#[N:45])[CH:14]=3)[O:9][CH:8]([C:17]3[CH:18]=[CH:19][CH:20]=[CH:21][CH:22]=3)[CH2:7]2)[N:6]=1. The catalyst class is: 806.